Dataset: Rat liver microsome stability data. Task: Regression/Classification. Given a drug SMILES string, predict its absorption, distribution, metabolism, or excretion properties. Task type varies by dataset: regression for continuous measurements (e.g., permeability, clearance, half-life) or binary classification for categorical outcomes (e.g., BBB penetration, CYP inhibition). Dataset: rlm. The compound is Fc1ccc2[nH]c(CNc3nc(N4CCOCC4)nc4c3ncn4-c3ccncc3)nc2c1F. The result is 1 (stable in rat liver microsomes).